Predict the reactants needed to synthesize the given product. From a dataset of Full USPTO retrosynthesis dataset with 1.9M reactions from patents (1976-2016). (1) Given the product [Cl:1][C:2]1[CH:3]=[C:4]2[C:8](=[CH:9][CH:10]=1)[NH:7][CH:6]=[C:5]2[CH2:11][CH2:12][NH:13][C:14]([C:15]1[CH:16]=[C:17]([C:29]2[CH:28]=[CH:27][CH:26]=[C:25]([C:23]#[N:24])[CH:30]=2)[CH:18]=[CH:19][CH:20]=1)=[O:22], predict the reactants needed to synthesize it. The reactants are: [Cl:1][C:2]1[CH:3]=[C:4]2[C:8](=[CH:9][CH:10]=1)[NH:7][CH:6]=[C:5]2[CH2:11][CH2:12][NH:13][C:14](=[O:22])[C:15]1[CH:20]=[CH:19][CH:18]=[C:17](I)[CH:16]=1.[C:23]([C:25]1[CH:26]=[C:27](B(O)O)[CH:28]=[CH:29][CH:30]=1)#[N:24].C(=O)([O-])[O-].[Na+].[Na+]. (2) Given the product [C:6]1([C:8]#[C:9][C:10]2[CH:15]=[CH:14][C:13]([CH2:16][CH2:17][C:18]([O:20][CH3:21])=[O:19])=[CH:12][CH:11]=2)[C:7]2[C:24](=[CH:23][CH:32]=[CH:31][CH:2]=2)[CH:25]=[CH:4][CH:5]=1, predict the reactants needed to synthesize it. The reactants are: Cl[C:2]1[CH:7]=[C:6]([C:8]#[C:9][C:10]2[CH:15]=[CH:14][C:13]([CH2:16][CH2:17][C:18]([O:20][CH3:21])=[O:19])=[CH:12][CH:11]=2)[CH:5]=[CH:4]N=1.Br[C:23]1[C:32]2[C:24](=[CH:23][CH:32]=[CH:31][CH:31]=2)[CH:25]=[CH:25][CH:24]=1. (3) Given the product [NH:1]1[C:5]2[CH:6]=[CH:7][CH:8]=[CH:9][C:4]=2[N:3]=[C:2]1[CH:10]([O:19][CH:20]1[CH2:25][CH2:24][N:23]([CH3:26])[CH2:22][CH2:21]1)[C:11]1[CH:12]=[C:13]([CH2:14][OH:15])[CH:16]=[CH:17][CH:18]=1, predict the reactants needed to synthesize it. The reactants are: [NH:1]1[C:5]2[CH:6]=[CH:7][CH:8]=[CH:9][C:4]=2[N:3]=[C:2]1[CH:10]([O:19][CH:20]1[CH2:25][CH2:24][N:23]([CH3:26])[CH2:22][CH2:21]1)[C:11]1[CH:12]=[C:13]([CH:16]=[CH:17][CH:18]=1)[CH:14]=[O:15].[BH4-].[Na+]. (4) Given the product [Cl:1][C:2]1[CH:10]=[C:9]2[C:5]([C:6]([CH:17]([OH:18])[C:19]3[N:24]=[C:23]([C:25]([O:27][CH2:28][CH3:29])=[O:26])[CH:22]=[CH:21][CH:20]=3)=[C:7]([C:11]3[CH:12]=[N:13][CH:14]=[CH:15][CH:16]=3)[NH:8]2)=[CH:4][CH:3]=1, predict the reactants needed to synthesize it. The reactants are: [Cl:1][C:2]1[CH:10]=[C:9]2[C:5]([CH:6]=[C:7]([C:11]3[CH:12]=[N:13][CH:14]=[CH:15][CH:16]=3)[NH:8]2)=[CH:4][CH:3]=1.[CH:17]([C:19]1[N:24]=[C:23]([C:25]([O:27][CH2:28][CH3:29])=[O:26])[CH:22]=[CH:21][CH:20]=1)=[O:18]. (5) Given the product [F:25][C:24]1[C:16]([NH:4][C:3]2[CH:5]=[CH:6][C:7]([C:9]#[C:10][Si:11]([CH3:13])([CH3:12])[CH3:14])=[CH:8][C:2]=2[F:1])=[C:17]([CH:21]=[CH:22][C:23]=1[F:26])[C:18]([OH:20])=[O:19], predict the reactants needed to synthesize it. The reactants are: [F:1][C:2]1[CH:8]=[C:7]([C:9]#[C:10][Si:11]([CH3:14])([CH3:13])[CH3:12])[CH:6]=[CH:5][C:3]=1[NH2:4].F[C:16]1[C:24]([F:25])=[C:23]([F:26])[CH:22]=[CH:21][C:17]=1[C:18]([OH:20])=[O:19].[Li+].C[Si]([N-][Si](C)(C)C)(C)C.